From a dataset of Merck oncology drug combination screen with 23,052 pairs across 39 cell lines. Regression. Given two drug SMILES strings and cell line genomic features, predict the synergy score measuring deviation from expected non-interaction effect. (1) Drug 1: CN1C(=O)C=CC2(C)C3CCC4(C)C(NC(=O)OCC(F)(F)F)CCC4C3CCC12. Drug 2: CCC1(O)C(=O)OCc2c1cc1n(c2=O)Cc2cc3c(CN(C)C)c(O)ccc3nc2-1. Cell line: NCIH1650. Synergy scores: synergy=5.91. (2) Drug 1: C#Cc1cccc(Nc2ncnc3cc(OCCOC)c(OCCOC)cc23)c1. Drug 2: COC1CC2CCC(C)C(O)(O2)C(=O)C(=O)N2CCCCC2C(=O)OC(C(C)CC2CCC(OP(C)(C)=O)C(OC)C2)CC(=O)C(C)C=C(C)C(O)C(OC)C(=O)C(C)CC(C)C=CC=CC=C1C. Cell line: OVCAR3. Synergy scores: synergy=37.0. (3) Drug 1: C#Cc1cccc(Nc2ncnc3cc(OCCOC)c(OCCOC)cc23)c1. Drug 2: COC1=C2CC(C)CC(OC)C(O)C(C)C=C(C)C(OC(N)=O)C(OC)C=CC=C(C)C(=O)NC(=CC1=O)C2=O. Cell line: KPL1. Synergy scores: synergy=8.39. (4) Drug 1: Nc1ccn(C2OC(CO)C(O)C2(F)F)c(=O)n1. Drug 2: CS(=O)(=O)CCNCc1ccc(-c2ccc3ncnc(Nc4ccc(OCc5cccc(F)c5)c(Cl)c4)c3c2)o1. Cell line: A375. Synergy scores: synergy=-34.0. (5) Drug 1: N#Cc1ccc(Cn2cncc2CN2CCN(c3cccc(Cl)c3)C(=O)C2)cc1. Synergy scores: synergy=5.74. Cell line: ZR751. Drug 2: CCN(CC)CCNC(=O)c1c(C)[nH]c(C=C2C(=O)Nc3ccc(F)cc32)c1C. (6) Drug 1: Cn1nnc2c(C(N)=O)ncn2c1=O. Drug 2: O=C(O)C1(Cc2cccc(Nc3nccs3)n2)CCC(Oc2cccc(Cl)c2F)CC1. Cell line: MSTO. Synergy scores: synergy=-11.2. (7) Drug 1: Cn1nnc2c(C(N)=O)ncn2c1=O. Drug 2: NC(=O)c1cccc2cn(-c3ccc(C4CCCNC4)cc3)nc12. Cell line: HT29. Synergy scores: synergy=59.2.